Dataset: Reaction yield outcomes from USPTO patents with 853,638 reactions. Task: Predict the reaction yield, written as a fraction of the theoretical maximum amount of product (1.0 means a 100% yield; for example, 0.34 means a 34% yield). The reactants are [CH3:1][CH2:2][CH2:3][CH2:4][CH2:5][CH2:6][C@@H:7]([OH:22])[CH2:8]/[CH:9]=[CH:10]\[CH2:11][CH2:12][CH2:13][CH2:14][CH2:15][CH2:16][CH2:17][C:18]([O:20][CH3:21])=[O:19].N1C=CN=C1.[Cl-].[C:29]([SiH:33]([CH3:35])[CH3:34])([CH3:32])([CH3:31])[CH3:30]. The catalyst is CN(C)C=O. The product is [Si:33]([O:22][C@H:7]([CH2:6][CH2:5][CH2:4][CH2:3][CH2:2][CH3:1])[CH2:8]/[CH:9]=[CH:10]\[CH2:11][CH2:12][CH2:13][CH2:14][CH2:15][CH2:16][CH2:17][C:18]([O:20][CH3:21])=[O:19])([C:29]([CH3:32])([CH3:31])[CH3:30])([CH3:35])[CH3:34]. The yield is 0.990.